Dataset: Full USPTO retrosynthesis dataset with 1.9M reactions from patents (1976-2016). Task: Predict the reactants needed to synthesize the given product. (1) Given the product [NH2:7][C:8]1[CH:13]=[CH:12][CH:11]=[CH:10][C:9]=1[NH:14][C:15](=[O:44])/[CH:16]=[CH:17]/[C:18]1[CH:23]=[CH:22][C:21]([CH:24]([C:31](=[O:43])[NH:32][C:33]2[CH:34]=[CH:35][C:36]([C:39]([CH3:40])([CH3:41])[CH3:42])=[CH:37][CH:38]=2)[NH:25][CH2:26][CH2:27][N:28]([CH3:30])[CH3:29])=[CH:20][CH:19]=1, predict the reactants needed to synthesize it. The reactants are: C(OC(=O)[NH:7][C:8]1[CH:13]=[CH:12][CH:11]=[CH:10][C:9]=1[NH:14][C:15](=[O:44])/[CH:16]=[CH:17]/[C:18]1[CH:23]=[CH:22][C:21]([CH:24]([C:31](=[O:43])[NH:32][C:33]2[CH:38]=[CH:37][C:36]([C:39]([CH3:42])([CH3:41])[CH3:40])=[CH:35][CH:34]=2)[NH:25][CH2:26][CH2:27][N:28]([CH3:30])[CH3:29])=[CH:20][CH:19]=1)(C)(C)C.Cl. (2) Given the product [CH3:1][O:2][C:3]1[CH:4]=[C:5]2[C:10](=[CH:11][C:12]=1[O:13][CH2:14][CH2:15][CH2:16][S:17]([CH3:20])(=[O:19])=[O:18])[N:9]=[CH:8][NH:7][C:6]2=[O:29], predict the reactants needed to synthesize it. The reactants are: [CH3:1][O:2][C:3]1[CH:4]=[C:5]2[C:10](=[CH:11][C:12]=1[O:13][CH2:14][CH2:15][CH2:16][S:17]([CH3:20])(=[O:19])=[O:18])[N:9]=[CH:8][N:7](COC(=O)C(C)(C)C)[C:6]2=[O:29].[OH-].[Na+].CC1C=CC(COC(NNC(C2C=NC=CN=2)=O)=O)=CC=1.Cl.